From a dataset of Catalyst prediction with 721,799 reactions and 888 catalyst types from USPTO. Predict which catalyst facilitates the given reaction. (1) Reactant: [N:1]1([CH:6]2[CH2:15][CH2:14][C:13]3[CH:12]=[C:11]([C:16]4[CH:17]=[C:18]([CH:22]=[CH:23][CH:24]=4)[C:19]([OH:21])=O)[CH:10]=[CH:9][C:8]=3[CH2:7]2)[CH2:5][CH2:4][CH2:3][CH2:2]1.[CH2:25]([NH:27][CH3:28])C.C1C=CC2N(O)N=NC=2C=1.CCN=C=NCCCN(C)C.Cl.C(N(CC)CC)C. Product: [CH3:25][N:27]([CH3:28])[C:19](=[O:21])[C:18]1[CH:22]=[CH:23][CH:24]=[C:16]([C:11]2[CH:10]=[CH:9][C:8]3[CH2:7][CH:6]([N:1]4[CH2:5][CH2:4][CH2:3][CH2:2]4)[CH2:15][CH2:14][C:13]=3[CH:12]=2)[CH:17]=1. The catalyst class is: 2. (2) Reactant: Br[CH2:2][C:3]#[N:4].[C:5]1([CH2:15][N:16]2[C:25](=[O:26])[C:24]3[N:23]([CH2:27][C:28]#[C:29][CH3:30])[C:22]([N:31]4[CH2:36][CH2:35][CH2:34][CH:33]([NH:37][C:38]([O:40][C:41]([CH3:44])([CH3:43])[CH3:42])=[O:39])[CH2:32]4)=[N:21][C:20]=3[NH:19][C:17]2=[O:18])[C:14]2[C:9](=[CH:10][CH:11]=[CH:12][CH:13]=2)[CH:8]=[CH:7][CH:6]=1.C(=O)([O-])[O-].[K+].[K+].O. Product: [C:5]1([CH2:15][N:16]2[C:25](=[O:26])[C:24]3[N:23]([CH2:27][C:28]#[C:29][CH3:30])[C:22]([N:31]4[CH2:36][CH2:35][CH2:34][CH:33]([NH:37][C:38]([O:40][C:41]([CH3:44])([CH3:43])[CH3:42])=[O:39])[CH2:32]4)=[N:21][C:20]=3[N:19]([CH2:2][C:3]#[N:4])[C:17]2=[O:18])[C:14]2[C:9](=[CH:10][CH:11]=[CH:12][CH:13]=2)[CH:8]=[CH:7][CH:6]=1. The catalyst class is: 9. (3) Reactant: [CH3:1][C:2]1([CH3:32])[CH2:11][C:10]2[C:5](=[CH:6][CH:7]=[C:8]([C:12]([O:14]C)=[O:13])[CH:9]=2)[NH:4][CH:3]1[C:16]1[CH:21]=[CH:20][CH:19]=[C:18]([S:22](=[O:31])(=[O:30])[NH:23][C:24]2[CH:29]=[CH:28][CH:27]=[CH:26][CH:25]=2)[CH:17]=1.[OH-].[Na+]. Product: [CH3:1][C:2]1([CH3:32])[CH2:11][C:10]2[C:5](=[CH:6][CH:7]=[C:8]([C:12]([OH:14])=[O:13])[CH:9]=2)[NH:4][CH:3]1[C:16]1[CH:21]=[CH:20][CH:19]=[C:18]([S:22](=[O:31])(=[O:30])[NH:23][C:24]2[CH:25]=[CH:26][CH:27]=[CH:28][CH:29]=2)[CH:17]=1. The catalyst class is: 111. (4) The catalyst class is: 10. Product: [CH2:33]([N:24]1[CH2:23][CH2:22][CH:21]([CH2:20][CH2:19][O:18][C:15]2[CH:16]=[CH:17][C:12]([C:9]3[N:8]=[C:7]([C:31]#[N:32])[C:6]4[N:5]=[CH:4][N:3]([CH3:2])[C:11]=4[CH:10]=3)=[CH:13][C:14]=2[C:27]([F:29])([F:30])[F:28])[CH2:26][CH2:25]1)[CH3:34].[C:36]([OH:37])([C:27]([F:30])([F:29])[F:28])=[O:39]. Reactant: Cl.[CH3:2][N:3]1[C:11]2[CH:10]=[C:9]([C:12]3[CH:17]=[CH:16][C:15]([O:18][CH2:19][CH2:20][CH:21]4[CH2:26][CH2:25][NH:24][CH2:23][CH2:22]4)=[C:14]([C:27]([F:30])([F:29])[F:28])[CH:13]=3)[N:8]=[C:7]([C:31]#[N:32])[C:6]=2[N:5]=[CH:4]1.[CH2:33](I)[CH3:34].[C:36](=[O:39])([O-])[O-:37].[K+].[K+]. (5) Reactant: [NH2:1][C:2]1[C:7]2=[CH:8][CH:9]=[C:10]([CH:11]3[O:15][C:14]([CH2:19][OH:20])([CH:16]=[N:17]O)[CH:13]([O:21][Si:22]([C:25]([CH3:28])([CH3:27])[CH3:26])([CH3:24])[CH3:23])[CH2:12]3)[N:6]2[N:5]=[CH:4][N:3]=1.CCN(CC)CC.FC(F)(F)C(OC(=O)C(F)(F)F)=O. Product: [NH2:1][C:2]1[C:7]2=[CH:8][CH:9]=[C:10]([C@@H:11]3[O:15][C@@:14]([CH2:19][OH:20])([C:16]#[N:17])[C@@H:13]([O:21][Si:22]([C:25]([CH3:28])([CH3:27])[CH3:26])([CH3:23])[CH3:24])[CH2:12]3)[N:6]2[N:5]=[CH:4][N:3]=1. The catalyst class is: 2. (6) Reactant: [NH:1]1[C:9]2[C:4](=[CH:5][CH:6]=[CH:7][N:8]=2)[CH:3]=[CH:2]1.[NH:10]1[CH2:14][CH2:13][CH2:12][CH2:11]1. Product: [CH2:13]1[CH:14]2[N:10]([CH2:2][CH:3]=[C:4]([C:3]3[C:4]4[C:9](=[N:8][CH:7]=[CH:6][CH:5]=4)[NH:1][CH:2]=3)[CH2:5]2)[CH2:11][CH2:12]1. The catalyst class is: 8.